The task is: Predict the product of the given reaction.. This data is from Forward reaction prediction with 1.9M reactions from USPTO patents (1976-2016). (1) Given the reactants [C:1]([C:3]1[CH:11]=[CH:10][C:6]([C:7]([OH:9])=[O:8])=[C:5]([F:12])[CH:4]=1)#[N:2].[C:13](Cl)(=O)C(Cl)=O.C(N(CC)CC)C.Cl, predict the reaction product. The product is: [C:1]([C:3]1[CH:11]=[CH:10][C:6]([C:7]([O:9][CH3:13])=[O:8])=[C:5]([F:12])[CH:4]=1)#[N:2]. (2) Given the reactants [CH3:1][C:2]([CH3:37])([CH2:34][CH:35]=[CH2:36])[C:3]([C:5]1[C:13]2[C:8](=[N:9][CH:10]=[C:11]([C:14]3[CH:19]=[C:18]([O:20][CH3:21])[C:17]([O:22][CH3:23])=[C:16]([O:24][CH3:25])[CH:15]=3)[N:12]=2)[N:7](COCC[Si](C)(C)C)[CH:6]=1)=[O:4].O.O.O.C([O-])(=O)C.[Na+], predict the reaction product. The product is: [CH3:1][C:2]([CH3:37])([CH2:34][CH:35]=[CH2:36])[C:3]([C:5]1[C:13]2[C:8](=[N:9][CH:10]=[C:11]([C:14]3[CH:19]=[C:18]([O:20][CH3:21])[C:17]([O:22][CH3:23])=[C:16]([O:24][CH3:25])[CH:15]=3)[N:12]=2)[NH:7][CH:6]=1)=[O:4].